Dataset: Reaction yield outcomes from USPTO patents with 853,638 reactions. Task: Predict the reaction yield, written as a fraction of the theoretical maximum amount of product (1.0 means a 100% yield; for example, 0.34 means a 34% yield). The reactants are [NH2:1][C:2]1[C:3]([CH3:9])=[N:4][C:5](Br)=[CH:6][CH:7]=1.[CH3:10][S:11]([O-:13])=[O:12].[Na+].CNCCNC.O. The catalyst is CS(C)=O.C1C=CC=CC=1.C(S([O-])(=O)=O)(F)(F)F.C(S([O-])(=O)=O)(F)(F)F.[Cu+].[Cu+].C(OCC)(=O)C. The product is [CH3:10][S:11]([C:5]1[N:4]=[C:3]([CH3:9])[C:2]([NH2:1])=[CH:7][CH:6]=1)(=[O:13])=[O:12]. The yield is 0.500.